This data is from Reaction yield outcomes from USPTO patents with 853,638 reactions. The task is: Predict the reaction yield, written as a fraction of the theoretical maximum amount of product (1.0 means a 100% yield; for example, 0.34 means a 34% yield). (1) The reactants are [Cl:1][C:2]1[CH:3]=[CH:4][C:5]([OH:11])=[C:6]([C:8](=O)[CH3:9])[CH:7]=1.C(=O)([O-])[O-].[K+].[K+].[I-].[Na+].Cl[CH2:21][C:22]([N:24]([O:26][CH3:27])[CH3:25])=[O:23].N12CCCN=C1CCCCC2.Cl. The catalyst is O1CCCC1.CN(C)C=O. The product is [Cl:1][C:2]1[CH:3]=[CH:4][C:5]2[O:11][C:21]([C:22]([N:24]([O:26][CH3:27])[CH3:25])=[O:23])=[C:8]([CH3:9])[C:6]=2[CH:7]=1. The yield is 0.290. (2) The reactants are [F:1][C:2]1[CH:7]=[CH:6][C:5]([C:8]2[C:12]3[N:13]=[CH:14][N:15]([CH2:18][C:19]4([OH:39])[CH2:24][CH2:23][N:22]([C:25](=[O:38])[CH2:26][CH2:27][CH2:28][CH2:29][NH:30]C(=O)OC(C)(C)C)[CH2:21][CH2:20]4)[C:16](=[O:17])[C:11]=3[S:10][CH:9]=2)=[CH:4][CH:3]=1.[ClH:40]. No catalyst specified. The product is [ClH:40].[NH2:30][CH2:29][CH2:28][CH2:27][CH2:26][C:25]([N:22]1[CH2:21][CH2:20][C:19]([CH2:18][N:15]2[C:16](=[O:17])[C:11]3[S:10][CH:9]=[C:8]([C:5]4[CH:4]=[CH:3][C:2]([F:1])=[CH:7][CH:6]=4)[C:12]=3[N:13]=[CH:14]2)([OH:39])[CH2:24][CH2:23]1)=[O:38]. The yield is 1.00. (3) The reactants are [NH2:1][C:2]1[C:3]([C:10]([O:12][CH3:13])=[O:11])=[N:4][C:5](Br)=[C:6]([F:8])[CH:7]=1.[F:14][C:15]1[CH:20]=[CH:19][CH:18]=[C:17]([F:21])[C:16]=1B(O)O. The catalyst is C1C=CC(P(C2C=CC=CC=2)[C-]2C=CC=C2)=CC=1.C1C=CC(P(C2C=CC=CC=2)[C-]2C=CC=C2)=CC=1.Cl[Pd]Cl.[Fe+2].C(Cl)Cl. The product is [NH2:1][C:2]1[C:3]([C:10]([O:12][CH3:13])=[O:11])=[N:4][C:5]([C:16]2[C:15]([F:14])=[CH:20][CH:19]=[CH:18][C:17]=2[F:21])=[C:6]([F:8])[CH:7]=1. The yield is 0.940.